This data is from Forward reaction prediction with 1.9M reactions from USPTO patents (1976-2016). The task is: Predict the product of the given reaction. (1) Given the reactants [F:1][C:2]1[CH:7]=[CH:6][C:5]([C:8]2[N:12]=[C:11]([C:13]3[CH:18]=[CH:17][C:16]([F:19])=[CH:15][CH:14]=3)[N:10]([CH2:20][C:21](O)=[O:22])[N:9]=2)=[CH:4][CH:3]=1.CN(C(ON1N=NC2C=CC=CC1=2)=[N+](C)C)C.[B-](F)(F)(F)F.CCN(C(C)C)C(C)C.[CH3:55][O:56][C:57]1[CH:62]=[CH:61][N:60]=[C:59]([N:63]2[CH2:68][CH2:67][NH:66][CH2:65][CH2:64]2)[CH:58]=1, predict the reaction product. The product is: [F:1][C:2]1[CH:7]=[CH:6][C:5]([C:8]2[N:12]=[C:11]([C:13]3[CH:18]=[CH:17][C:16]([F:19])=[CH:15][CH:14]=3)[N:10]([CH2:20][C:21]([N:66]3[CH2:67][CH2:68][N:63]([C:59]4[CH:58]=[C:57]([O:56][CH3:55])[CH:62]=[CH:61][N:60]=4)[CH2:64][CH2:65]3)=[O:22])[N:9]=2)=[CH:4][CH:3]=1. (2) The product is: [C:20]([C:21]1[CH:28]=[CH:27][C:24]([CH2:25][NH:26][C:2]2[N:7]=[C:6]([N:8]3[CH2:12][CH2:11][C:10]([CH2:15][CH3:16])([C:13]#[N:14])[C:9]3=[O:17])[CH:5]=[CH:4][N:3]=2)=[CH:23][CH:22]=1)#[N:19]. Given the reactants Cl[C:2]1[N:7]=[C:6]([N:8]2[CH2:12][CH2:11][C:10]([CH2:15][CH3:16])([C:13]#[N:14])[C:9]2=[O:17])[CH:5]=[CH:4][N:3]=1.Cl.[NH2:19][CH2:20][C:21]1[CH:28]=[CH:27][C:24]([C:25]#[N:26])=[CH:23][CH:22]=1.C(N(C(C)C)CC)(C)C.C(OCC)(=O)C, predict the reaction product. (3) Given the reactants [CH:1]([N:4]([CH3:27])[C:5]1[C:6]([C:19]2[CH:24]=[CH:23][CH:22]=[C:21]([O:25][CH3:26])[CH:20]=2)=[N:7][C:8]2[C:13]([N:14]=1)=[CH:12][C:11]([C:15]([O:17]C)=[O:16])=[CH:10][CH:9]=2)([CH3:3])[CH3:2].CO.[OH-].[Na+], predict the reaction product. The product is: [CH:1]([N:4]([CH3:27])[C:5]1[C:6]([C:19]2[CH:24]=[CH:23][CH:22]=[C:21]([O:25][CH3:26])[CH:20]=2)=[N:7][C:8]2[C:13]([N:14]=1)=[CH:12][C:11]([C:15]([OH:17])=[O:16])=[CH:10][CH:9]=2)([CH3:3])[CH3:2]. (4) Given the reactants [C:1]([C:5]1[N:10]=[CH:9][C:8]([C:11]2[N:12]([C:32]([N:34]3[CH2:39][CH2:38][CH:37]([CH2:40][C:41](O)=[O:42])[CH2:36][CH2:35]3)=[O:33])[C@@:13]([C:25]3[CH:30]=[CH:29][C:28]([Cl:31])=[CH:27][CH:26]=3)([CH3:24])[C@@:14]([C:17]3[CH:22]=[CH:21][C:20]([Cl:23])=[CH:19][CH:18]=3)([CH3:16])[N:15]=2)=[C:7]([O:44][CH2:45][CH3:46])[CH:6]=1)([CH3:4])([CH3:3])[CH3:2].[CH:47]1([NH:52][CH3:53])[CH2:51][CH2:50][CH2:49][CH2:48]1, predict the reaction product. The product is: [C:1]([C:5]1[N:10]=[CH:9][C:8]([C:11]2[N:12]([C:32]([N:34]3[CH2:39][CH2:38][CH:37]([CH2:40][C:41]([N:52]([CH:47]4[CH2:51][CH2:50][CH2:49][CH2:48]4)[CH3:53])=[O:42])[CH2:36][CH2:35]3)=[O:33])[C@@:13]([C:25]3[CH:30]=[CH:29][C:28]([Cl:31])=[CH:27][CH:26]=3)([CH3:24])[C@@:14]([C:17]3[CH:22]=[CH:21][C:20]([Cl:23])=[CH:19][CH:18]=3)([CH3:16])[N:15]=2)=[C:7]([O:44][CH2:45][CH3:46])[CH:6]=1)([CH3:3])([CH3:2])[CH3:4]. (5) Given the reactants C([NH:8][CH:9]([C:11]1[CH:16]=[CH:15][C:14]([C:17]2[C:18]([C:23]([NH:25][C:26]3[CH:27]=[C:28]4[C:32](=[CH:33][CH:34]=3)[N:31]([C:35](=[O:43])[CH2:36][C:37]3[CH:42]=[CH:41][CH:40]=[CH:39][N:38]=3)[CH2:30][CH2:29]4)=[O:24])=[CH:19][CH:20]=[CH:21][CH:22]=2)=[CH:13][CH:12]=1)[CH3:10])C1C=CC=CC=1.[H][H], predict the reaction product. The product is: [NH2:8][CH:9]([C:11]1[CH:16]=[CH:15][C:14]([C:17]2[C:18]([C:23]([NH:25][C:26]3[CH:27]=[C:28]4[C:32](=[CH:33][CH:34]=3)[N:31]([C:35](=[O:43])[CH2:36][C:37]3[CH:42]=[CH:41][CH:40]=[CH:39][N:38]=3)[CH2:30][CH2:29]4)=[O:24])=[CH:19][CH:20]=[CH:21][CH:22]=2)=[CH:13][CH:12]=1)[CH3:10].